Predict the product of the given reaction. From a dataset of Forward reaction prediction with 1.9M reactions from USPTO patents (1976-2016). (1) The product is: [Cl:44][C:21]1[C:20]([B:9]2[O:10][C:11]([CH3:16])([CH3:17])[C:12]([CH3:14])([CH3:15])[O:13]2)=[CH:25][C:24]([NH:26][C:27](=[O:42])[C:28]2[CH:29]=[CH:30][C:31]([O:34][CH2:35][C:36]3[CH:41]=[CH:40][CH:39]=[CH:38][N:37]=3)=[CH:32][CH:33]=2)=[C:23]([CH3:43])[CH:22]=1. Given the reactants [CH3:16][C:11]1([CH3:17])[C:12]([CH3:15])([CH3:14])[O:13][B:9]([B:9]2[O:13][C:12]([CH3:15])([CH3:14])[C:11]([CH3:17])([CH3:16])[O:10]2)[O:10]1.Br[C:20]1[C:21]([Cl:44])=[CH:22][C:23]([CH3:43])=[C:24]([NH:26][C:27](=[O:42])[C:28]2[CH:33]=[CH:32][C:31]([O:34][CH2:35][C:36]3[CH:41]=[CH:40][CH:39]=[CH:38][N:37]=3)=[CH:30][CH:29]=2)[CH:25]=1.CC([O-])=O.[K+], predict the reaction product. (2) Given the reactants C[O:2][C:3](=[O:29])[C:4]1[CH:9]=[C:8]([C:10]2[O:11][CH:12]=[CH:13][N:14]=2)[CH:7]=[C:6]([N:15]([CH2:26][CH:27]=[CH2:28])[C:16]([O:18][CH2:19][C:20]2[CH:25]=[CH:24][CH:23]=[CH:22][CH:21]=2)=[O:17])[CH:5]=1.[Li+].[OH-], predict the reaction product. The product is: [CH2:26]([N:15]([C:16]([O:18][CH2:19][C:20]1[CH:21]=[CH:22][CH:23]=[CH:24][CH:25]=1)=[O:17])[C:6]1[CH:5]=[C:4]([CH:9]=[C:8]([C:10]2[O:11][CH:12]=[CH:13][N:14]=2)[CH:7]=1)[C:3]([OH:29])=[O:2])[CH:27]=[CH2:28].